This data is from Full USPTO retrosynthesis dataset with 1.9M reactions from patents (1976-2016). The task is: Predict the reactants needed to synthesize the given product. Given the product [C:1](/[CH:3]=[CH:4]/[S:5]([C:8]1[CH:9]=[CH:10][C:11]([C:14]([CH3:19])([CH3:18])[C:15]([NH:32][C:29]2[CH:28]=[CH:27][C:26]([CH2:25][O:24][CH2:23][CH2:22][O:21][CH3:20])=[CH:31][CH:30]=2)=[O:17])=[CH:12][CH:13]=1)(=[O:6])=[O:7])#[N:2], predict the reactants needed to synthesize it. The reactants are: [C:1](/[CH:3]=[CH:4]/[S:5]([C:8]1[CH:13]=[CH:12][C:11]([C:14]([CH3:19])([CH3:18])[C:15]([OH:17])=O)=[CH:10][CH:9]=1)(=[O:7])=[O:6])#[N:2].[CH3:20][O:21][CH2:22][CH2:23][O:24][CH2:25][C:26]1[CH:31]=[CH:30][C:29]([NH2:32])=[CH:28][CH:27]=1.Cl.CN(C)CCCN=C=NCC.ON1C2C=CC=CC=2N=N1.